Dataset: Catalyst prediction with 721,799 reactions and 888 catalyst types from USPTO. Task: Predict which catalyst facilitates the given reaction. (1) Reactant: [OH:1][CH:2]([C:11]1[CH:16]=[CH:15][C:14]([C:17]2[CH:22]=[CH:21][CH:20]=[C:19]([N+:23]([O-])=O)[CH:18]=2)=[CH:13][CH:12]=1)[C:3]1([CH3:10])[NH:7][C:6](=[O:8])[NH:5][C:4]1=[O:9]. Product: [NH2:23][C:19]1[CH:18]=[C:17]([C:14]2[CH:13]=[CH:12][C:11]([CH:2]([OH:1])[C:3]3([CH3:10])[NH:7][C:6](=[O:8])[NH:5][C:4]3=[O:9])=[CH:16][CH:15]=2)[CH:22]=[CH:21][CH:20]=1. The catalyst class is: 29. (2) Product: [Cl:9][C:8]1[N:1]=[C:2]([Cl:3])[N:4]=[C:5]([NH:18][O:17][C:14]2[CH:15]=[CH:16][C:11]([F:10])=[CH:12][CH:13]=2)[N:7]=1. The catalyst class is: 2. Reactant: [N:1]1[C:8]([Cl:9])=[N:7][C:5](Cl)=[N:4][C:2]=1[Cl:3].[F:10][C:11]1[CH:16]=[CH:15][C:14]([O:17][NH2:18])=[CH:13][CH:12]=1.O. (3) Reactant: [Br:1][C:2]1[CH:7]=[CH:6][C:5]([N:8]2[C:12](C(O)=O)=[CH:11][N:10]=[N:9]2)=[CH:4][CH:3]=1.[C:16]1([C@H:22]([OH:24])[CH3:23])[CH:21]=[CH:20][CH:19]=[CH:18][CH:17]=1.C([N:27]([CH2:30]C)CC)C.C1(P(N=[N+]=[N-])(C2C=CC=CC=2)=[O:39])C=CC=CC=1. Product: [C:16]1([C@H:22]([O:24][C:30](=[O:39])[NH:27][C:12]2[N:8]([C:5]3[CH:4]=[CH:3][C:2]([Br:1])=[CH:7][CH:6]=3)[N:9]=[N:10][CH:11]=2)[CH3:23])[CH:21]=[CH:20][CH:19]=[CH:18][CH:17]=1. The catalyst class is: 11. (4) Reactant: [F:1][C:2]([F:20])([F:19])[CH:3]([C:5]1[CH:10]=[CH:9][C:8]([O:11][CH2:12][CH2:13][CH2:14][C:15]([F:18])([F:17])[F:16])=[CH:7][CH:6]=1)[OH:4].CC(OI1(OC(C)=O)(OC(C)=O)OC(=O)C2C=CC=CC1=2)=O.C([O-])([O-])=O.[Na+].[Na+].CCOC(C)=O. Product: [F:1][C:2]([F:19])([F:20])[C:3]([C:5]1[CH:10]=[CH:9][C:8]([O:11][CH2:12][CH2:13][CH2:14][C:15]([F:18])([F:17])[F:16])=[CH:7][CH:6]=1)=[O:4]. The catalyst class is: 2. (5) Reactant: [F:8][C:7]([F:10])([F:9])[C:6](O[C:6](=[O:11])[C:7]([F:10])([F:9])[F:8])=[O:11].C(N(CC)CC)C.Cl.[CH2:22]([O:24][C:25](=[O:29])[CH2:26][C:27]#[N:28])[CH3:23]. Product: [C:27]([C:26](=[C:6]([OH:11])[C:7]([F:8])([F:9])[F:10])[C:25]([O:24][CH2:22][CH3:23])=[O:29])#[N:28]. The catalyst class is: 2.